Dataset: Catalyst prediction with 721,799 reactions and 888 catalyst types from USPTO. Task: Predict which catalyst facilitates the given reaction. (1) Reactant: [CH3:1][C:2]1[CH:9]=[CH:8][C:5]([C:6]#[N:7])=[CH:4][N:3]=1.C(NC(C)C)(C)C.[Li].[F:18][C:19]([F:23])([F:22])[CH2:20]I. Product: [F:18][C:19]([F:23])([F:22])[CH2:20][CH2:1][C:2]1[N:3]=[CH:4][C:5]([C:6]#[N:7])=[CH:8][CH:9]=1. The catalyst class is: 1. (2) Product: [NH2:8][CH2:9][CH2:2][CH2:1][N:3]1[CH2:6][CH2:7][CH2:5][CH2:4]1. The catalyst class is: 4. Reactant: [CH2:1]([N:3]([CH2:6][CH3:7])[CH2:4][CH3:5])[CH3:2].[NH2:8][C:9]1C=CC(C(Cl)=O)=CN=1.Cl. (3) Product: [C:1]([O:5][C:6]([NH:8][C@H:9]([C:10]([O:12][CH:13]1[CH2:17][CH2:16][CH2:15][CH2:14]1)=[O:11])[CH2:18][CH:19]([OH:60])[CH2:20][C:21]1[CH:22]=[CH:23][C:24]([NH:27][C:28](=[O:57])[C:29]2[CH:34]=[CH:33][C:32]([NH:35][C:36]3[N:45]=[CH:44][C:43]4[N:42]([CH3:46])[C:41](=[O:47])[C@@H:40]([CH2:48][CH3:49])[N:39]([CH:50]5[CH2:54][CH2:53][CH2:52][CH2:51]5)[C:38]=4[N:37]=3)=[C:31]([O:55][CH3:56])[CH:30]=2)=[CH:25][CH:26]=1)=[O:7])([CH3:4])([CH3:2])[CH3:3]. Reactant: [C:1]([O:5][C:6]([NH:8][C@@H:9]([CH2:18]/[CH:19]=[CH:20]/[C:21]1[CH:26]=[CH:25][C:24]([NH:27][C:28](=[O:57])[C:29]2[CH:34]=[CH:33][C:32]([NH:35][C:36]3[N:45]=[CH:44][C:43]4[N:42]([CH3:46])[C:41](=[O:47])[C@@H:40]([CH2:48][CH3:49])[N:39]([CH:50]5[CH2:54][CH2:53][CH2:52][CH2:51]5)[C:38]=4[N:37]=3)=[C:31]([O:55][CH3:56])[CH:30]=2)=[CH:23][CH:22]=1)[C:10]([O:12][CH:13]1[CH2:17][CH2:16][CH2:15][CH2:14]1)=[O:11])=[O:7])([CH3:4])([CH3:3])[CH3:2].C([OH:60])C.O.B1([O-])OO1.O.O.O.O.[Na+]. The catalyst class is: 1. (4) Product: [CH2:3]([O:5][C:6]([C:7]1([C:8]2[CH:13]=[CH:12][CH:11]=[C:10]([Br:14])[CH:9]=2)[CH2:38][CH2:37][CH2:36][CH2:35]1)=[O:15])[CH3:4]. The catalyst class is: 18. Reactant: [H-].[Na+].[CH2:3]([O:5][C:6](=[O:15])[CH2:7][C:8]1[CH:13]=[CH:12][CH:11]=[C:10]([Br:14])[CH:9]=1)[CH3:4].C1OCCOCCOCCOCCOCCOC1.Br[CH2:35][CH2:36][CH2:37][CH2:38]Br. (5) Product: [OH:6][CH:5]([C:7]1[C:15]2[O:14][CH2:13][CH:12]([C:16]3[CH:21]=[CH:20][C:19]([CH:22]([CH3:24])[CH3:23])=[CH:18][CH:17]=3)[C:11]=2[C:10]([CH3:25])=[C:9]([NH:26][C:27](=[O:33])[CH2:28][C:29]([CH3:32])([CH3:31])[CH3:30])[C:8]=1[CH3:34])[CH2:1][CH3:2]. Reactant: [CH2:1]([Mg]Cl)[CH3:2].[CH:5]([C:7]1[C:15]2[O:14][CH2:13][CH:12]([C:16]3[CH:21]=[CH:20][C:19]([CH:22]([CH3:24])[CH3:23])=[CH:18][CH:17]=3)[C:11]=2[C:10]([CH3:25])=[C:9]([NH:26][C:27](=[O:33])[CH2:28][C:29]([CH3:32])([CH3:31])[CH3:30])[C:8]=1[CH3:34])=[O:6]. The catalyst class is: 6.